Dataset: Forward reaction prediction with 1.9M reactions from USPTO patents (1976-2016). Task: Predict the product of the given reaction. (1) Given the reactants [Cl:1][C:2]1[CH:17]=[CH:16][C:5]([CH2:6][O:7][CH2:8][C:9]2[N:14]=[C:13]([NH2:15])[CH:12]=[CH:11][CH:10]=2)=[CH:4][CH:3]=1.[F:18][C:19]1[CH:24]=[CH:23][C:22]([S:25](Cl)(=[O:27])=[O:26])=[CH:21][C:20]=1[C:29]([F:32])([F:31])[F:30], predict the reaction product. The product is: [Cl:1][C:2]1[CH:3]=[CH:4][C:5]([CH2:6][O:7][CH2:8][C:9]2[N:14]=[C:13]([NH:15][S:25]([C:22]3[CH:23]=[CH:24][C:19]([F:18])=[C:20]([C:29]([F:32])([F:30])[F:31])[CH:21]=3)(=[O:27])=[O:26])[CH:12]=[CH:11][CH:10]=2)=[CH:16][CH:17]=1. (2) Given the reactants C[O:2][CH:3](OC)[C:4]1[NH:5][C:6]([C:19]2[CH:24]=[CH:23][CH:22]=[C:21]([CH3:25])[N:20]=2)=[C:7]([C:9]2[CH:18]=[CH:17][C:12]3=[N:13][N:14]([CH3:16])[N:15]=[C:11]3[CH:10]=2)[N:8]=1.Cl.O.C(=O)([O-])O.[Na+], predict the reaction product. The product is: [CH3:16][N:14]1[N:13]=[C:12]2[CH:17]=[CH:18][C:9]([C:7]3[N:8]=[C:4]([CH:3]=[O:2])[NH:5][C:6]=3[C:19]3[CH:24]=[CH:23][CH:22]=[C:21]([CH3:25])[N:20]=3)=[CH:10][C:11]2=[N:15]1. (3) Given the reactants [CH2:1]([O:3][C:4](=[O:17])[CH:5]=[CH:6][C:7]1[C:12]([CH2:13][OH:14])=[CH:11][N:10]=[C:9]([CH3:15])[C:8]=1[OH:16])[CH3:2], predict the reaction product. The product is: [CH2:1]([O:3][C:4](=[O:17])[CH2:5][CH2:6][C:7]1[C:12]([CH2:13][OH:14])=[CH:11][N:10]=[C:9]([CH3:15])[C:8]=1[OH:16])[CH3:2]. (4) Given the reactants [I:1]I.CCOCC.CN(C)C(N(C)C)=N.[CH3:16][N:17]([CH3:42])[CH2:18][CH2:19][N:20]1[C:29]2[C@@:24]([CH3:40])([C@H:25]3[CH2:36][CH2:35][C@@:34]4([CH3:37])[C@@H:30]([CH2:31][CH2:32]/[C:33]/4=N\N)[C@@H:26]3[CH2:27][CH:28]=2)[CH2:23][CH2:22][C:21]1=[O:41], predict the reaction product. The product is: [CH3:16][N:17]([CH3:42])[CH2:18][CH2:19][N:20]1[C:29]2[C@@:24]([CH3:40])([C@H:25]3[CH2:36][CH2:35][C@@:34]4([CH3:37])[C@@H:30]([CH2:31][CH:32]=[C:33]4[I:1])[C@@H:26]3[CH2:27][CH:28]=2)[CH2:23][CH2:22][C:21]1=[O:41]. (5) Given the reactants [N:1]([C@@H:4]([CH:12]1[CH2:17][CH2:16][N:15]([C:18](OC(C)(C)C)=O)[CH2:14][CH2:13]1)[C:5](=[O:11])[N:6]1[CH2:10][CH2:9][S:8][CH2:7]1)=[N+]=[N-].C(N(CC)CC)C.[I:32][C:33]1[CH:40]=[CH:39][C:36](CBr)=[CH:35][CH:34]=1, predict the reaction product. The product is: [I:32][C:33]1[CH:40]=[CH:39][C:36]([CH2:18][N:15]2[CH2:14][CH2:13][CH:12]([C@H:4]([NH2:1])[C:5](=[O:11])[N:6]3[CH2:10][CH2:9][S:8][CH2:7]3)[CH2:17][CH2:16]2)=[CH:35][CH:34]=1. (6) Given the reactants [Na].C(O)(=O)C.[CH:6]([NH2:8])=[NH:7].[F:9][CH:10]([F:19])[C:11](=O)[CH2:12][C:13](OCC)=[O:14].Cl, predict the reaction product. The product is: [F:9][CH:10]([F:19])[C:11]1[N:8]=[CH:6][NH:7][C:13](=[O:14])[CH:12]=1. (7) Given the reactants [C:1]1([CH:7](O)[CH2:8][CH2:9][C:10]#[C:11][CH3:12])[CH:6]=[CH:5][CH:4]=[CH:3][CH:2]=1.[CH:14]1[C:23]2[C:18](=[CH:19][CH:20]=[CH:21][CH:22]=2)[CH:17]=[CH:16][C:15]=1[CH:24]=[O:25].C[Si]([O:30][S:31]([C:34]([F:37])([F:36])[F:35])(=[O:33])=[O:32])(C)C.C([O-])(O)=O.[Na+], predict the reaction product. The product is: [F:35][C:34]([F:37])([F:36])[S:31]([O:33]/[C:11](=[C:10]1/[CH:24]([C:15]2[CH:16]=[CH:17][C:18]3[C:23](=[CH:22][CH:21]=[CH:20][CH:19]=3)[CH:14]=2)[O:25][CH:7]([C:1]2[CH:6]=[CH:5][CH:4]=[CH:3][CH:2]=2)[CH2:8][CH2:9]/1)/[CH3:12])(=[O:32])=[O:30].